Dataset: Peptide-MHC class II binding affinity with 134,281 pairs from IEDB. Task: Regression. Given a peptide amino acid sequence and an MHC pseudo amino acid sequence, predict their binding affinity value. This is MHC class II binding data. (1) The peptide sequence is AFKVAATAANAAPAI. The MHC is DRB1_0401 with pseudo-sequence DRB1_0401. The binding affinity (normalized) is 0.407. (2) The peptide sequence is AFKVAATAANAAPAY. The MHC is DRB1_0802 with pseudo-sequence DRB1_0802. The binding affinity (normalized) is 0.686. (3) The peptide sequence is WIILGLNKIVRMYSPTSI. The MHC is DRB1_1302 with pseudo-sequence DRB1_1302. The binding affinity (normalized) is 0.944. (4) The peptide sequence is EDTNIYNSNEAFKVE. The MHC is DRB1_0802 with pseudo-sequence DRB1_0802. The binding affinity (normalized) is 0.188. (5) The peptide sequence is WASHIHLVIHRIRTL. The MHC is HLA-DQA10201-DQB10303 with pseudo-sequence HLA-DQA10201-DQB10303. The binding affinity (normalized) is 0.